This data is from Reaction yield outcomes from USPTO patents with 853,638 reactions. The task is: Predict the reaction yield, written as a fraction of the theoretical maximum amount of product (1.0 means a 100% yield; for example, 0.34 means a 34% yield). The yield is 0.770. The reactants are C(NC(C)C)(C)C.[Li]CCCC.[C:13]([O:17][C:18](=[O:29])[CH2:19][CH2:20][NH:21][C:22]([O:24][C:25]([CH3:28])([CH3:27])[CH3:26])=[O:23])([CH3:16])([CH3:15])[CH3:14].[Br:30][C:31]1[CH:36]=[CH:35][C:34]([CH2:37]Br)=[C:33]([F:39])[CH:32]=1. The product is [C:13]([O:17][C:18](=[O:29])[CH:19]([CH2:37][C:34]1[CH:35]=[CH:36][C:31]([Br:30])=[CH:32][C:33]=1[F:39])[CH2:20][NH:21][C:22]([O:24][C:25]([CH3:28])([CH3:27])[CH3:26])=[O:23])([CH3:16])([CH3:15])[CH3:14]. The catalyst is C1COCC1.